This data is from Full USPTO retrosynthesis dataset with 1.9M reactions from patents (1976-2016). The task is: Predict the reactants needed to synthesize the given product. (1) Given the product [C:13]([O:19][CH2:20][N:10]1[C:6]2[N:7]=[CH:8][N:9]=[C:4]([Cl:3])[C:5]=2[CH:12]=[CH:11]1)(=[O:18])[C:14]([CH3:17])([CH3:16])[CH3:15], predict the reactants needed to synthesize it. The reactants are: [H-].[Na+].[Cl:3][C:4]1[C:5]2[CH:12]=[CH:11][NH:10][C:6]=2[N:7]=[CH:8][N:9]=1.[C:13]([O:19][CH2:20]Cl)(=[O:18])[C:14]([CH3:17])([CH3:16])[CH3:15].O. (2) Given the product [OH:1][CH:2]1[CH2:3][N:4]([C:6]([N:8]2[CH2:13][CH:12]([C:14]3[CH:15]=[CH:16][C:17]([C:20]([F:23])([F:21])[F:22])=[CH:18][CH:19]=3)[CH2:11][CH:10]([C:24]3[O:26][N:31]=[C:29]([CH3:30])[N:28]=3)[CH2:9]2)=[O:7])[CH2:5]1, predict the reactants needed to synthesize it. The reactants are: [OH:1][CH:2]1[CH2:5][N:4]([C:6]([N:8]2[CH2:13][CH:12]([C:14]3[CH:19]=[CH:18][C:17]([C:20]([F:23])([F:22])[F:21])=[CH:16][CH:15]=3)[CH2:11][CH:10]([C:24]([OH:26])=O)[CH2:9]2)=[O:7])[CH2:3]1.O[N:28]=[C:29]([NH2:31])[CH3:30].